This data is from Full USPTO retrosynthesis dataset with 1.9M reactions from patents (1976-2016). The task is: Predict the reactants needed to synthesize the given product. (1) Given the product [O:9]1[C:10]2[C:5](=[CH:4][CH:3]=[CH:2][CH:11]=2)[CH:6]=[CH:7][C:8]1=[O:12], predict the reactants needed to synthesize it. The reactants are: O[C:2]1[CH:11]=[C:10]2[C:5]([CH:6]=[CH:7][C:8](=[O:12])[O:9]2)=[CH:4][CH:3]=1.CCOC(/N=N/C(OCC)=O)=O.C1(P(C2C=CC=CC=2)C2C=CC=CC=2)C=CC=CC=1.CO. (2) Given the product [ClH:35].[CH3:24][O:3][C:4]1[CH:9]=[CH:8][C:7]2[CH2:10][O:11][C@@H:12]3[C@H:16]([C:6]=2[CH:5]=1)[CH2:15][NH:14][CH2:13]3, predict the reactants needed to synthesize it. The reactants are: IC.[OH:3][C:4]1[CH:9]=[CH:8][C:7]2[CH2:10][O:11][C@@H:12]3[C@H:16]([C:6]=2[CH:5]=1)[CH2:15][N:14](C(OC(C)(C)C)=O)[CH2:13]3.[C:24]([O-])([O-])=O.[K+].[K+].C(NCC)C.[ClH:35]. (3) Given the product [F:1][C:2]1[CH:3]=[C:4]([C@@H:8]([N:12]2[C:20]3[C:15](=[CH:16][CH:17]=[CH:18][CH:19]=3)[C:14]3([CH2:25][CH2:24][CH2:23][CH2:22][CH2:21]3)[C:13]2=[O:26])[CH2:9][CH2:10][NH:38][CH3:39])[CH:5]=[CH:6][CH:7]=1, predict the reactants needed to synthesize it. The reactants are: [F:1][C:2]1[CH:3]=[C:4]([C@@H:8]([N:12]2[C:20]3[C:15](=[CH:16][CH:17]=[CH:18][CH:19]=3)[C:14]3([CH2:25][CH2:24][CH2:23][CH2:22][CH2:21]3)[C:13]2=[O:26])[CH2:9][CH2:10]O)[CH:5]=[CH:6][CH:7]=1.C1(C)C(S(Cl)(=O)=O)=CC=CC=1.[N:38]1C=CC=C[CH:39]=1.